From a dataset of Peptide-MHC class I binding affinity with 185,985 pairs from IEDB/IMGT. Regression. Given a peptide amino acid sequence and an MHC pseudo amino acid sequence, predict their binding affinity value. This is MHC class I binding data. (1) The peptide sequence is DLEKYNLAF. The MHC is HLA-A25:01 with pseudo-sequence HLA-A25:01. The binding affinity (normalized) is 0.0847. (2) The peptide sequence is SKGETVNPL. The MHC is HLA-B08:01 with pseudo-sequence HLA-B08:01. The binding affinity (normalized) is 0.0847. (3) The peptide sequence is YRHDGGNVL. The MHC is HLA-A30:01 with pseudo-sequence HLA-A30:01. The binding affinity (normalized) is 0. (4) The binding affinity (normalized) is 0.0847. The MHC is HLA-B27:05 with pseudo-sequence HLA-B27:05. The peptide sequence is EVAEKDAMY. (5) The peptide sequence is VTENKKIQY. The MHC is HLA-B15:17 with pseudo-sequence HLA-B15:17. The binding affinity (normalized) is 0.0847. (6) The peptide sequence is RKWGLDFCY. The MHC is HLA-B58:01 with pseudo-sequence HLA-B58:01. The binding affinity (normalized) is 0.0847. (7) The peptide sequence is DPRDDLSGM. The MHC is HLA-A31:01 with pseudo-sequence HLA-A31:01. The binding affinity (normalized) is 0.0847.